From a dataset of Catalyst prediction with 721,799 reactions and 888 catalyst types from USPTO. Predict which catalyst facilitates the given reaction. (1) Reactant: [NH2:1][C:2]1[CH:7]=[C:6]([NH:8][C:9](=[O:18])[C:10]2[C:15]([Cl:16])=[CH:14][CH:13]=[CH:12][C:11]=2[Cl:17])[CH:5]=[CH:4][N:3]=1.[CH:19]12[CH2:24][CH:23]1[C:22](=[O:25])[O:21][C:20]2=O. Product: [Cl:16][C:15]1[CH:14]=[CH:13][CH:12]=[C:11]([Cl:17])[C:10]=1[C:9]([NH:8][C:6]1[CH:5]=[CH:4][N:3]=[C:2]([N:1]2[C:20](=[O:21])[CH:19]3[CH:23]([CH2:24]3)[C:22]2=[O:25])[CH:7]=1)=[O:18]. The catalyst class is: 12. (2) Product: [Cl:31][C:26]1[CH:25]=[C:24]([C@@H:18]2[C@@H:17]([C:32]3[CH:33]=[CH:34][C:35]([Cl:38])=[CH:36][CH:37]=3)[N:16]([CH:40]([CH3:42])[CH3:39])[C:21](=[O:23])[CH2:20][CH2:19]2)[CH:29]=[CH:28][C:27]=1[F:30]. The catalyst class is: 3. Reactant: C(O[BH-](OC(=O)C)OC(=O)C)(=O)C.[Na+].Cl.[NH2:16][C@H:17]([C:32]1[CH:37]=[CH:36][C:35]([Cl:38])=[CH:34][CH:33]=1)[C@@H:18]([C:24]1[CH:29]=[CH:28][C:27]([F:30])=[C:26]([Cl:31])[CH:25]=1)[CH2:19][CH2:20][C:21]([OH:23])=O.[CH3:39][C:40]([CH3:42])=O.ClC(Cl)C. (3) Reactant: [OH-:1].[K+].[CH2:3]([OH:5])[CH3:4].C(C1[CH:13]=[CH:12][N:11]=[C:10]([CH:14]([CH3:16])[CH3:15])[CH:9]=1)#N.O. Product: [CH:14]([C:10]1[CH:9]=[C:4]([CH:13]=[CH:12][N:11]=1)[C:3]([OH:1])=[O:5])([CH3:16])[CH3:15]. The catalyst class is: 27. (4) Product: [C:42]([O:46][C:47](=[O:48])[NH:49][C@@H:50]([CH:54]1[CH2:55][CH2:56][CH2:57][CH2:58][CH2:59]1)[C:14]([N:12]1[C@H:11]([C:21](=[O:33])[NH:22][C@H:23]2[C:32]3[C:27](=[CH:28][CH:29]=[CH:30][CH:31]=3)[O:26][CH2:25][CH2:24]2)[CH2:10][N:9]2[CH2:34][C@H:6]([O:5][CH2:4][CH:1]3[CH2:2][CH2:3]3)[CH2:7][C@@H:8]2[CH2:13]1)=[O:15])([CH3:45])([CH3:43])[CH3:44]. Reactant: [CH:1]1([CH2:4][O:5][C@H:6]2[CH2:34][N:9]3[CH2:10][C@@H:11]([C:21](=[O:33])[NH:22][C@H:23]4[C:32]5[C:27](=[CH:28][CH:29]=[CH:30][CH:31]=5)[O:26][CH2:25][CH2:24]4)[N:12]([C:14](OC(C)(C)C)=[O:15])[CH2:13][C@H:8]3[CH2:7]2)[CH2:3][CH2:2]1.C(OCC)(=O)C.Cl.[C:42]([O:46][C:47]([NH:49][C@@H:50]([CH:54]1[CH2:59][CH2:58][CH2:57][CH2:56][CH2:55]1)C(O)=O)=[O:48])([CH3:45])([CH3:44])[CH3:43].Cl.C(N=C=NCCCN(C)C)C.ON1C2C=CC=CC=2N=N1.C(N(CC)C(C)C)(C)C. The catalyst class is: 434. (5) Reactant: [H-].C([Al+]CC(C)C)C(C)C.[Cl:11][C:12]1[CH:32]=[C:31]([Cl:33])[C:30]([O:34][CH2:35][C:36]2[CH:41]=[CH:40][C:39]([O:42][CH3:43])=[CH:38][CH:37]=2)=[CH:29][C:13]=1[O:14][C:15]1[N:19]([CH3:20])[N:18]=[C:17]([C:21](N(OC)C)=[O:22])[C:16]=1[CH:27]=[CH2:28].O.O.O.O.O.O.O.O.O.O.S([O-])([O-])(=O)=O.[Mg+2]. Product: [Cl:11][C:12]1[CH:32]=[C:31]([Cl:33])[C:30]([O:34][CH2:35][C:36]2[CH:37]=[CH:38][C:39]([O:42][CH3:43])=[CH:40][CH:41]=2)=[CH:29][C:13]=1[O:14][C:15]1[N:19]([CH3:20])[N:18]=[C:17]([CH:21]=[O:22])[C:16]=1[CH:27]=[CH2:28]. The catalyst class is: 7. (6) Reactant: [Cl:1][C:2]1[N:7]=[C:6](Cl)[CH:5]=[CH:4][N:3]=1.[OH:9][C:10]1[CH:36]=[CH:35][CH:34]=[CH:33][C:11]=1[CH2:12][NH:13][C:14]([NH:16][C:17]1[N:21]([C:22]2[CH:27]=[CH:26][C:25]([CH3:28])=[CH:24][CH:23]=2)[N:20]=[C:19]([C:29]([CH3:32])([CH3:31])[CH3:30])[CH:18]=1)=[O:15].[OH-].[Na+].[Cl-].[NH4+]. Product: [Cl:1][C:2]1[N:7]=[C:6]([O:9][C:10]2[CH:36]=[CH:35][CH:34]=[CH:33][C:11]=2[CH2:12][NH:13][C:14]([NH:16][C:17]2[N:21]([C:22]3[CH:27]=[CH:26][C:25]([CH3:28])=[CH:24][CH:23]=3)[N:20]=[C:19]([C:29]([CH3:31])([CH3:32])[CH3:30])[CH:18]=2)=[O:15])[CH:5]=[CH:4][N:3]=1. The catalyst class is: 95. (7) Reactant: [Cl:1][C:2]1[CH:3]=[C:4]([OH:21])[CH:5]=[C:6]2[C:11]=1[O:10][CH:9]([C:12]([F:15])([F:14])[F:13])[C:8]([C:16]([O:18][CH2:19][CH3:20])=[O:17])=[CH:7]2.C([O-])([O-])=O.[K+].[K+].[F:28][C:29]([F:33])([F:32])[CH2:30]I.C([O-])(O)=O.[Na+]. Product: [Cl:1][C:2]1[CH:3]=[C:4]([O:21][CH2:30][C:29]([F:33])([F:32])[F:28])[CH:5]=[C:6]2[C:11]=1[O:10][CH:9]([C:12]([F:15])([F:14])[F:13])[C:8]([C:16]([O:18][CH2:19][CH3:20])=[O:17])=[CH:7]2. The catalyst class is: 3.